Dataset: Peptide-MHC class I binding affinity with 185,985 pairs from IEDB/IMGT. Task: Regression. Given a peptide amino acid sequence and an MHC pseudo amino acid sequence, predict their binding affinity value. This is MHC class I binding data. (1) The peptide sequence is VKSLKLLNTR. The MHC is H-2-Db with pseudo-sequence H-2-Db. The binding affinity (normalized) is 0. (2) The peptide sequence is TTGIGYQPY. The MHC is HLA-A23:01 with pseudo-sequence HLA-A23:01. The binding affinity (normalized) is 0. (3) The peptide sequence is AARGRTGVL. The MHC is HLA-B07:02 with pseudo-sequence HLA-B07:02. The binding affinity (normalized) is 0.750. (4) The peptide sequence is FTELENKKV. The MHC is HLA-A02:02 with pseudo-sequence HLA-A02:02. The binding affinity (normalized) is 0.0863. (5) The peptide sequence is MVFGRFSFA. The MHC is HLA-B15:42 with pseudo-sequence HLA-B15:42. The binding affinity (normalized) is 0.213.